From a dataset of Forward reaction prediction with 1.9M reactions from USPTO patents (1976-2016). Predict the product of the given reaction. (1) Given the reactants C([O:3][C:4]([C:6]1[C:7]([O:27]C(=O)C)=[C:8]2[C:16]([Cl:17])=[CH:15][N:14]([CH2:18][C:19]3[CH:24]=[CH:23][C:22]([F:25])=[C:21]([F:26])[CH:20]=3)[C:9]2=[C:10]([C:12]#[N:13])[N:11]=1)=O)C.[NH2:31][CH2:32][C:33]([OH:35])=[O:34].C[O-].[Na+].CO, predict the reaction product. The product is: [Cl:17][C:16]1[C:8]2[C:9](=[C:10]([C:12]#[N:13])[N:11]=[C:6]([C:4]([NH:31][CH2:32][C:33]([OH:35])=[O:34])=[O:3])[C:7]=2[OH:27])[N:14]([CH2:18][C:19]2[CH:24]=[CH:23][C:22]([F:25])=[C:21]([F:26])[CH:20]=2)[CH:15]=1. (2) Given the reactants [NH:1]1[CH2:11][CH2:10][CH:4]([C:5]([O:7][CH2:8][CH3:9])=[O:6])[CH2:3][CH2:2]1.O.[C:13](O[C:13]([O:15][C:16]([CH3:19])([CH3:18])[CH3:17])=[O:14])([O:15][C:16]([CH3:19])([CH3:18])[CH3:17])=[O:14], predict the reaction product. The product is: [C:16]([O:15][C:13]([N:1]1[CH2:2][CH2:3][CH:4]([C:5]([O:7][CH2:8][CH3:9])=[O:6])[CH2:10][CH2:11]1)=[O:14])([CH3:19])([CH3:18])[CH3:17]. (3) Given the reactants Cl[C:2](Cl)([O:4]C(=O)OC(Cl)(Cl)Cl)Cl.[C:13]1([C:28]2[CH:33]=[CH:32][CH:31]=[CH:30][CH:29]=2)[CH:18]=[CH:17][C:16]([O:19][CH2:20][CH2:21][CH2:22][CH2:23][CH2:24][CH2:25][CH2:26][NH2:27])=[CH:15][CH:14]=1.CCN(C(C)C)C(C)C, predict the reaction product. The product is: [C:13]1([C:28]2[CH:29]=[CH:30][CH:31]=[CH:32][CH:33]=2)[CH:14]=[CH:15][C:16]([O:19][CH2:20][CH2:21][CH2:22][CH2:23][CH2:24][CH2:25][CH2:26][N:27]=[C:2]=[O:4])=[CH:17][CH:18]=1. (4) Given the reactants [Cl:1][C:2]1[CH:10]=[C:9]2[C:5]([CH2:6][C:7](=[O:11])[NH:8]2)=[CH:4][CH:3]=1.[O:12]=[C:13]1[C:18]2=[CH:19][NH:20][C:21]([CH:22]=O)=[C:17]2[CH2:16][CH2:15][NH:14]1.N1CCCCC1, predict the reaction product. The product is: [Cl:1][C:2]1[CH:10]=[C:9]2[C:5]([C:6](=[CH:22][C:21]3[NH:20][CH:19]=[C:18]4[C:17]=3[CH2:16][CH2:15][NH:14][C:13]4=[O:12])[C:7](=[O:11])[NH:8]2)=[CH:4][CH:3]=1. (5) Given the reactants C(OC(=O)[NH:7][CH2:8][C:9](=[O:41])[NH:10][C:11]1[CH:16]=[CH:15][CH:14]=[C:13]([C:17]2[S:25][C:24]3[C:23]([N:26]4[CH2:31][CH2:30][O:29][CH2:28][CH2:27]4)=[N:22][C:21]([C:32]4[CH:40]=[CH:39][CH:38]=[C:37]5[C:33]=4[CH:34]=[N:35][NH:36]5)=[N:20][C:19]=3[CH:18]=2)[CH:12]=1)(C)(C)C.FC(F)(F)C(O)=O.ClCCl, predict the reaction product. The product is: [NH:36]1[C:37]2[C:33](=[C:32]([C:21]3[N:22]=[C:23]([N:26]4[CH2:31][CH2:30][O:29][CH2:28][CH2:27]4)[C:24]4[S:25][C:17]([C:13]5[CH:12]=[C:11]([NH:10][C:9](=[O:41])[CH2:8][NH2:7])[CH:16]=[CH:15][CH:14]=5)=[CH:18][C:19]=4[N:20]=3)[CH:40]=[CH:39][CH:38]=2)[CH:34]=[N:35]1. (6) Given the reactants [C:1]1([C:7]([CH:9]([C:11]2[CH:16]=[CH:15][CH:14]=[CH:13][CH:12]=2)O)=O)[CH:6]=[CH:5][CH:4]=[CH:3][CH:2]=1.[NH:17]([CH2:24][CH2:25][NH:26]C1C=CC=CC=1)C1C=CC=CC=1, predict the reaction product. The product is: [C:1]1([C:7]2[C:9]([C:11]3[CH:16]=[CH:15][CH:14]=[CH:13][CH:12]=3)=[N:17][CH:24]=[CH:25][N:26]=2)[CH:6]=[CH:5][CH:4]=[CH:3][CH:2]=1.